From a dataset of Full USPTO retrosynthesis dataset with 1.9M reactions from patents (1976-2016). Predict the reactants needed to synthesize the given product. Given the product [CH2:2]([N:9]1[CH2:10][CH:11]=[C:12]([C:15]2[C:19]([CH2:20][N:21]3[CH2:22][CH:23]4[CH2:24][N:25]([C:29]([O:31][C:32]([CH3:34])([CH3:33])[CH3:35])=[O:30])[CH2:26][CH:27]4[CH2:28]3)=[CH:18][N:17]([CH3:36])[N:16]=2)[CH2:13][CH2:14]1)[C:3]1[CH:8]=[CH:7][CH:6]=[CH:5][CH:4]=1, predict the reactants needed to synthesize it. The reactants are: [Br-].[CH2:2]([N+:9]1[CH:14]=[CH:13][C:12]([C:15]2[C:19]([CH2:20][N:21]3[CH2:28][CH:27]4[CH:23]([CH2:24][N:25]([C:29]([O:31][C:32]([CH3:35])([CH3:34])[CH3:33])=[O:30])[CH2:26]4)[CH2:22]3)=[CH:18][N:17]([CH3:36])[N:16]=2)=[CH:11][CH:10]=1)[C:3]1[CH:8]=[CH:7][CH:6]=[CH:5][CH:4]=1.[BH4-].[Na+].